From a dataset of Reaction yield outcomes from USPTO patents with 853,638 reactions. Predict the reaction yield, written as a fraction of the theoretical maximum amount of product (1.0 means a 100% yield; for example, 0.34 means a 34% yield). (1) The reactants are Br[C:2]1[CH:7]=[CH:6][N:5]=[C:4]2[N:8]([CH2:11][O:12][CH2:13][CH2:14][Si:15]([CH3:18])([CH3:17])[CH3:16])[CH:9]=[CH:10][C:3]=12.CC1(C)C(C)(C)OB([C:27]2[CH:28]=[N:29][NH:30][CH:31]=2)O1.CN(C=O)C.C(=O)([O-])[O-].[K+].[K+]. The catalyst is O.C(OCC)(=O)C.[Pd].C1(P(C2C=CC=CC=2)C2C=CC=CC=2)C=CC=CC=1.C1(P(C2C=CC=CC=2)C2C=CC=CC=2)C=CC=CC=1.C1(P(C2C=CC=CC=2)C2C=CC=CC=2)C=CC=CC=1.C1(P(C2C=CC=CC=2)C2C=CC=CC=2)C=CC=CC=1. The product is [NH:29]1[CH:28]=[C:27]([C:2]2[CH:7]=[CH:6][N:5]=[C:4]3[N:8]([CH2:11][O:12][CH2:13][CH2:14][Si:15]([CH3:18])([CH3:17])[CH3:16])[CH:9]=[CH:10][C:3]=23)[CH:31]=[N:30]1. The yield is 0.700. (2) The reactants are [C:1](=[O:22])([O:20][CH3:21])[O:2][C:3]1[CH:8]=[C:7]([N+:9]([O-])=O)[C:6]([F:12])=[CH:5][C:4]=1[C:13]1([CH3:19])[CH2:18][CH2:17][CH2:16][CH2:15][CH2:14]1.C([O-])=O.[NH4+].C(OCC)(=O)C. The catalyst is CO.[Pd]. The product is [C:1](=[O:22])([O:20][CH3:21])[O:2][C:3]1[CH:8]=[C:7]([NH2:9])[C:6]([F:12])=[CH:5][C:4]=1[C:13]1([CH3:19])[CH2:18][CH2:17][CH2:16][CH2:15][CH2:14]1. The yield is 0.820. (3) The catalyst is C1COCC1.O. The product is [C:1]12([O:8][C:7]3[CH:9]=[CH:10][C:11]([C:13]4([C:16]([OH:18])=[O:17])[CH2:15][CH2:14]4)=[CH:12][C:6]=3[O:5]1)[CH2:2][CH2:3][CH2:4]2. The reactants are [C:1]12([O:8][C:7]3[CH:9]=[CH:10][C:11]([C:13]4([C:16]([O:18]C)=[O:17])[CH2:15][CH2:14]4)=[CH:12][C:6]=3[O:5]1)[CH2:4][CH2:3][CH2:2]2.[Li+].[OH-].Cl. The yield is 0.590.